This data is from Forward reaction prediction with 1.9M reactions from USPTO patents (1976-2016). The task is: Predict the product of the given reaction. (1) Given the reactants Cl[C:2]1[C:3]([O:8][CH:9]2[CH2:14][CH2:13][N:12]([C:15]([O:17][C:18]([CH3:21])([CH3:20])[CH3:19])=[O:16])[CH2:11][CH2:10]2)=[N:4][CH:5]=[CH:6][N:7]=1.C(=O)([O-])[O-].[Na+].[Na+].[N:28]1[CH:33]=[CH:32][C:31](B(O)O)=[CH:30][CH:29]=1.C(=O)([O-])O.[Na+], predict the reaction product. The product is: [N:28]1[CH:33]=[CH:32][C:31]([C:2]2[C:3]([O:8][CH:9]3[CH2:14][CH2:13][N:12]([C:15]([O:17][C:18]([CH3:21])([CH3:20])[CH3:19])=[O:16])[CH2:11][CH2:10]3)=[N:4][CH:5]=[CH:6][N:7]=2)=[CH:30][CH:29]=1. (2) Given the reactants Cl[C:2]1[N:3]=[CH:4][C:5]2[N:10]=[N:9][N:8]([C:11]3[CH:16]=[CH:15][C:14]([O:17][CH3:18])=[CH:13][CH:12]=3)[C:6]=2[N:7]=1.Cl.[NH2:20][CH:21]1[CH2:26][CH2:25][CH2:24][N:23]([C:27](=[O:29])[CH3:28])[CH2:22]1.C(N(C(C)C)C(C)C)C, predict the reaction product. The product is: [CH3:18][O:17][C:14]1[CH:15]=[CH:16][C:11]([N:8]2[C:6]3[N:7]=[C:2]([NH:20][CH:21]4[CH2:26][CH2:25][CH2:24][N:23]([C:27](=[O:29])[CH3:28])[CH2:22]4)[N:3]=[CH:4][C:5]=3[N:10]=[N:9]2)=[CH:12][CH:13]=1. (3) Given the reactants [C:1]([C:4]1[CH:13]=[C:12]([C:14]([OH:16])=[O:15])[C:11]2[C:6](=[CH:7][CH:8]=[CH:9][CH:10]=2)[N:5]=1)([OH:3])=[O:2].Cl[Si](C)(C)[CH3:19], predict the reaction product. The product is: [C:1]([C:4]1[CH:13]=[C:12]([C:14]([O:16][CH3:19])=[O:15])[C:11]2[C:6](=[CH:7][CH:8]=[CH:9][CH:10]=2)[N:5]=1)([OH:3])=[O:2]. (4) The product is: [F:20][C:21]([F:31])([F:32])[C:22]1[CH:23]=[C:24]([NH:28][C:29](=[O:30])[NH:1][C:2]2[CH:3]=[CH:4][C:5]([C:8]3[C:16]4[C:11](=[N:12][CH:13]=[CH:14][CH:15]=4)[NH:10][C:9]=3[C:17]([NH2:19])=[O:18])=[CH:6][CH:7]=2)[CH:25]=[CH:26][CH:27]=1. Given the reactants [NH2:1][C:2]1[CH:7]=[CH:6][C:5]([C:8]2[C:16]3[C:11](=[N:12][CH:13]=[CH:14][CH:15]=3)[NH:10][C:9]=2[C:17]([NH2:19])=[O:18])=[CH:4][CH:3]=1.[F:20][C:21]([F:32])([F:31])[C:22]1[CH:23]=[C:24]([N:28]=[C:29]=[O:30])[CH:25]=[CH:26][CH:27]=1, predict the reaction product. (5) Given the reactants [CH3:1][O:2][C:3]1[CH:4]=[C:5]([CH2:9][CH2:10][N:11]([C:24]2[CH:29]=[CH:28][CH:27]=[CH:26][CH:25]=2)[C:12]([C:14]23[CH2:23][CH:18]4[CH2:19][CH:20]([CH2:22][CH:16]([CH2:17]4)[CH2:15]2)[CH2:21]3)=O)[CH:6]=[CH:7][CH:8]=1, predict the reaction product. The product is: [C:14]12([CH:12]3[C:6]4[C:5](=[CH:4][C:3]([O:2][CH3:1])=[CH:8][CH:7]=4)[CH2:9][CH2:10][N:11]3[C:24]3[CH:25]=[CH:26][CH:27]=[CH:28][CH:29]=3)[CH2:15][CH:16]3[CH2:17][CH:18]([CH2:19][CH:20]([CH2:22]3)[CH2:21]1)[CH2:23]2. (6) Given the reactants [CH3:1][O:2][Si:3]([CH2:8][CH2:9][CH2:10][N:11]([CH3:13])[CH3:12])([O:6][CH3:7])[O:4][CH3:5].[F:14][C:15]([F:21])([F:20])[C:16]([O:18]C)=[O:17], predict the reaction product. The product is: [F:14][C:15]([F:21])([F:20])[C:16]([O-:18])=[O:17].[CH3:1][O:2][Si:3]([CH2:8][CH2:9][CH2:10][N+:11]([CH3:15])([CH3:13])[CH3:12])([O:4][CH3:5])[O:6][CH3:7]. (7) Given the reactants [CH2:1]([O:3][C:4]([C:6]1[CH:7]=[N:8][N:9]([CH2:11][C:12]2[CH:17]=[CH:16][C:15]([N:18]=[C:19]=[O:20])=[CH:14][CH:13]=2)[CH:10]=1)=[O:5])[CH3:2].[CH:21]1([NH2:24])[CH2:23][CH2:22]1, predict the reaction product. The product is: [CH2:1]([O:3][C:4]([C:6]1[CH:7]=[N:8][N:9]([CH2:11][C:12]2[CH:13]=[CH:14][C:15]([NH:18][C:19]([NH:24][CH:21]3[CH2:23][CH2:22]3)=[O:20])=[CH:16][CH:17]=2)[CH:10]=1)=[O:5])[CH3:2]. (8) The product is: [Cl:8][C:9]1[CH:14]=[C:13]([Cl:15])[CH:12]=[CH:11][C:10]=1[C:16]1[N:21]=[C:20]([NH:22][CH2:23][CH2:24][NH:25][C:36]2[N:41]=[CH:40][C:39]([C:42](=[O:44])[CH3:43])=[CH:38][CH:37]=2)[N:19]2[CH:26]=[CH:27][N:28]=[C:18]2[CH:17]=1. Given the reactants FC(F)(F)C(O)=O.[Cl:8][C:9]1[CH:14]=[C:13]([Cl:15])[CH:12]=[CH:11][C:10]=1[C:16]1[N:21]=[C:20]([NH:22][CH2:23][CH2:24][NH2:25])[N:19]2[CH:26]=[CH:27][N:28]=[C:18]2[CH:17]=1.CN1CCCC1.Cl[C:36]1[N:41]=[CH:40][C:39]([C:42](=[O:44])[CH3:43])=[CH:38][CH:37]=1.CCN(C(C)C)C(C)C, predict the reaction product. (9) Given the reactants C([N:8]1[CH2:16][C:15]2[C:10](=[CH:11][CH:12]=[C:13]([C:17]3([OH:23])[CH2:21][CH2:20][O:19][CH:18]3[CH3:22])[CH:14]=2)[CH2:9]1)C1C=CC=CC=1.[H][H], predict the reaction product. The product is: [CH2:9]1[C:10]2[C:15](=[CH:14][C:13]([C:17]3([OH:23])[CH2:21][CH2:20][O:19][CH:18]3[CH3:22])=[CH:12][CH:11]=2)[CH2:16][NH:8]1.